This data is from Reaction yield outcomes from USPTO patents with 853,638 reactions. The task is: Predict the reaction yield, written as a fraction of the theoretical maximum amount of product (1.0 means a 100% yield; for example, 0.34 means a 34% yield). (1) The reactants are [N:1]1[CH:6]=[CH:5][CH:4]=[C:3]([S:7]([OH:10])(=O)=[O:8])[CH:2]=1.P(Cl)(Cl)(Cl)(Cl)[Cl:12]. The catalyst is O=P(Cl)(Cl)Cl.C(Cl)(Cl)Cl.Cl. The product is [ClH:12].[N:1]1[CH:6]=[CH:5][CH:4]=[C:3]([S:7]([Cl:12])(=[O:10])=[O:8])[CH:2]=1. The yield is 0.830. (2) The reactants are [CH2:1]([O:3][CH:4]([O:14][CH2:15][CH3:16])[C:5]1[CH:10]=[CH:9][C:8]([CH2:11][NH:12][CH3:13])=[CH:7][CH:6]=1)[CH3:2].[CH3:29][C:28]([O:27][C:25](O[C:25]([O:27][C:28]([CH3:31])([CH3:30])[CH3:29])=[O:26])=[O:26])([CH3:31])[CH3:30]. The catalyst is C(Cl)Cl. The product is [CH2:15]([O:14][CH:4]([O:3][CH2:1][CH3:2])[C:5]1[CH:10]=[CH:9][C:8]([CH2:11][N:12]([CH3:13])[C:25](=[O:26])[O:27][C:28]([CH3:29])([CH3:30])[CH3:31])=[CH:7][CH:6]=1)[CH3:16]. The yield is 1.00. (3) The reactants are [Cl:1][C:2]1[N:3]=[N:4][C:5](Cl)=[CH:6][CH:7]=1.[OH:9][C:10]1[CH:17]=[CH:16][C:13]([CH:14]=[O:15])=[CH:12][CH:11]=1.C(=O)([O-])[O-].[K+].[K+].CN(C)C=O. The catalyst is O. The product is [Cl:1][C:2]1[N:3]=[N:4][C:5]([O:9][C:10]2[CH:17]=[CH:16][C:13]([CH:14]=[O:15])=[CH:12][CH:11]=2)=[CH:6][CH:7]=1. The yield is 0.860. (4) The reactants are [F:1][C:2]1[CH:7]=[CH:6][C:5]([CH2:8][CH2:9][CH2:10][CH2:11][C:12]2[S:13][C:14]3[N:15]=[C:16]([NH2:27])[N:17]=[C:18]([N:21]4[CH2:26][CH2:25][NH:24][CH2:23][CH2:22]4)[C:19]=3[N:20]=2)=[CH:4][CH:3]=1.[Cl:28][C:29]1[CH:39]=[CH:38][C:32]([O:33][CH2:34][C:35](O)=[O:36])=[CH:31][CH:30]=1. No catalyst specified. The product is [NH2:27][C:16]1[N:17]=[C:18]([N:21]2[CH2:22][CH2:23][N:24]([C:35](=[O:36])[CH2:34][O:33][C:32]3[CH:38]=[CH:39][C:29]([Cl:28])=[CH:30][CH:31]=3)[CH2:25][CH2:26]2)[C:19]2[N:20]=[C:12]([CH2:11][CH2:10][CH2:9][CH2:8][C:5]3[CH:6]=[CH:7][C:2]([F:1])=[CH:3][CH:4]=3)[S:13][C:14]=2[N:15]=1. The yield is 0.230.